Task: Predict the product of the given reaction.. Dataset: Forward reaction prediction with 1.9M reactions from USPTO patents (1976-2016) Given the reactants Br[C:2]1[CH:3]=[CH:4][C:5]([C:10]([N:12]2[CH2:17][CH2:16][N:15]([C:18]3[C:23]([CH3:24])=[CH:22][C:21]([CH:25]4[CH2:27][CH2:26]4)=[CH:20][N:19]=3)[CH2:14][CH2:13]2)=[O:11])=[C:6]([CH:9]=1)[C:7]#[N:8].[NH:28]1[CH2:32][CH2:31][CH2:30][C:29]1=[O:33], predict the reaction product. The product is: [CH:25]1([C:21]2[CH:22]=[C:23]([CH3:24])[C:18]([N:15]3[CH2:16][CH2:17][N:12]([C:10]([C:5]4[CH:4]=[CH:3][C:2]([N:28]5[CH2:32][CH2:31][CH2:30][C:29]5=[O:33])=[CH:9][C:6]=4[C:7]#[N:8])=[O:11])[CH2:13][CH2:14]3)=[N:19][CH:20]=2)[CH2:27][CH2:26]1.